From a dataset of NCI-60 drug combinations with 297,098 pairs across 59 cell lines. Regression. Given two drug SMILES strings and cell line genomic features, predict the synergy score measuring deviation from expected non-interaction effect. (1) Drug 1: C1CCC(C1)C(CC#N)N2C=C(C=N2)C3=C4C=CNC4=NC=N3. Drug 2: C1=NC2=C(N=C(N=C2N1C3C(C(C(O3)CO)O)F)Cl)N. Cell line: SF-539. Synergy scores: CSS=19.1, Synergy_ZIP=-7.78, Synergy_Bliss=1.73, Synergy_Loewe=-3.04, Synergy_HSA=3.08. (2) Drug 1: CS(=O)(=O)C1=CC(=C(C=C1)C(=O)NC2=CC(=C(C=C2)Cl)C3=CC=CC=N3)Cl. Drug 2: CC1=C(C(=O)C2=C(C1=O)N3CC4C(C3(C2COC(=O)N)OC)N4)N. Cell line: T-47D. Synergy scores: CSS=23.1, Synergy_ZIP=-6.19, Synergy_Bliss=-3.68, Synergy_Loewe=-38.0, Synergy_HSA=-2.78. (3) Drug 1: CC12CCC3C(C1CCC2=O)CC(=C)C4=CC(=O)C=CC34C. Drug 2: C1=CC(=CC=C1C#N)C(C2=CC=C(C=C2)C#N)N3C=NC=N3. Cell line: MOLT-4. Synergy scores: CSS=64.3, Synergy_ZIP=1.01, Synergy_Bliss=2.18, Synergy_Loewe=2.43, Synergy_HSA=1.27. (4) Drug 1: C1CN1P(=S)(N2CC2)N3CC3. Drug 2: C1=CC=C(C=C1)NC(=O)CCCCCCC(=O)NO. Cell line: UACC-257. Synergy scores: CSS=16.8, Synergy_ZIP=-7.06, Synergy_Bliss=1.11, Synergy_Loewe=-19.0, Synergy_HSA=-1.16. (5) Drug 1: CC1=C2C(C(=O)C3(C(CC4C(C3C(C(C2(C)C)(CC1OC(=O)C(C(C5=CC=CC=C5)NC(=O)OC(C)(C)C)O)O)OC(=O)C6=CC=CC=C6)(CO4)OC(=O)C)OC)C)OC. Drug 2: CC(C1=C(C=CC(=C1Cl)F)Cl)OC2=C(N=CC(=C2)C3=CN(N=C3)C4CCNCC4)N. Cell line: OVCAR-5. Synergy scores: CSS=37.6, Synergy_ZIP=0.251, Synergy_Bliss=-1.86, Synergy_Loewe=-14.8, Synergy_HSA=-1.28. (6) Drug 1: C1CC(=O)NC(=O)C1N2C(=O)C3=CC=CC=C3C2=O. Drug 2: CC1C(C(CC(O1)OC2CC(CC3=C2C(=C4C(=C3O)C(=O)C5=C(C4=O)C(=CC=C5)OC)O)(C(=O)CO)O)N)O.Cl. Cell line: HCT-15. Synergy scores: CSS=29.6, Synergy_ZIP=0.720, Synergy_Bliss=4.10, Synergy_Loewe=-16.7, Synergy_HSA=3.71.